Predict the reaction yield, written as a fraction of the theoretical maximum amount of product (1.0 means a 100% yield; for example, 0.34 means a 34% yield). From a dataset of Reaction yield outcomes from USPTO patents with 853,638 reactions. (1) The reactants are [O:1]1[C:5]2[CH:6]=[C:7]([C@@H:10]([O:14][C:15]3[CH:16]=[C:17]4[C:21](=[CH:22][CH:23]=3)[N:20]([C:24]3[CH:29]=[CH:28][C:27]([F:30])=[CH:26][CH:25]=3)[N:19]=[CH:18]4)[C@@H:11]([NH2:13])[CH3:12])[CH:8]=[CH:9][C:4]=2[CH2:3][CH2:2]1.[F:31][C:32]([F:37])([CH3:36])[C:33](O)=[O:34].CN(C(ON1N=NC2C=CC=NC1=2)=[N+](C)C)C.F[P-](F)(F)(F)(F)F.C(N(C(C)C)C(C)C)C.Cl. The catalyst is CN1C(=O)CCC1. The product is [O:1]1[C:5]2[CH:6]=[C:7]([C@@H:10]([O:14][C:15]3[CH:16]=[C:17]4[C:21](=[CH:22][CH:23]=3)[N:20]([C:24]3[CH:25]=[CH:26][C:27]([F:30])=[CH:28][CH:29]=3)[N:19]=[CH:18]4)[C@@H:11]([NH:13][C:33](=[O:34])[C:32]([F:37])([F:31])[CH3:36])[CH3:12])[CH:8]=[CH:9][C:4]=2[CH2:3][CH2:2]1. The yield is 0.620. (2) The reactants are [Br:1][C:2]1[CH:10]=[CH:9][C:8]([CH3:11])=[CH:7][C:3]=1[C:4]([OH:6])=[O:5].[Br:12]N1C(=O)CCC1=O. The catalyst is CC#N.C(OOC(=O)C1C=CC=CC=1)(=O)C1C=CC=CC=1. The product is [Br:1][C:2]1[CH:10]=[CH:9][C:8]([CH2:11][Br:12])=[CH:7][C:3]=1[C:4]([OH:6])=[O:5]. The yield is 0.870. (3) The reactants are [OH:1][C:2]1[CH:7]=[CH:6][C:5]([S:8][CH2:9][CH2:10][CH2:11][C:12]([OH:14])=O)=[CH:4][CH:3]=1.[CH:15]1([NH:18][CH2:19][C:20]2[CH:25]=[CH:24][CH:23]=[CH:22][C:21]=2[O:26][CH3:27])[CH2:17][CH2:16]1. No catalyst specified. The product is [CH:15]1([N:18]([CH2:19][C:20]2[CH:25]=[CH:24][CH:23]=[CH:22][C:21]=2[O:26][CH3:27])[C:12](=[O:14])[CH2:11][CH2:10][CH2:9][S:8][C:5]2[CH:4]=[CH:3][C:2]([OH:1])=[CH:7][CH:6]=2)[CH2:17][CH2:16]1. The yield is 0.310. (4) The reactants are C(N(CC)CC)C.[Si:8]([O:15][CH2:16][C@@H:17]([C:19]1[CH:24]=[CH:23][C:22]([Cl:25])=[C:21]([F:26])[CH:20]=1)[OH:18])([C:11]([CH3:14])([CH3:13])[CH3:12])([CH3:10])[CH3:9].[CH3:27][S:28](Cl)(=[O:30])=[O:29]. The catalyst is C(Cl)Cl. The product is [CH3:27][S:28]([O:18][C@H:17]([C:19]1[CH:24]=[CH:23][C:22]([Cl:25])=[C:21]([F:26])[CH:20]=1)[CH2:16][O:15][Si:8]([C:11]([CH3:14])([CH3:13])[CH3:12])([CH3:10])[CH3:9])(=[O:30])=[O:29]. The yield is 0.990.